Predict the reaction yield, written as a fraction of the theoretical maximum amount of product (1.0 means a 100% yield; for example, 0.34 means a 34% yield). From a dataset of Reaction yield outcomes from USPTO patents with 853,638 reactions. (1) The reactants are I[C:2]1[CH:3]=[N:4][N:5]([CH2:7][O:8][CH3:9])[CH:6]=1.C([Mg]Cl)(C)C.[F:15][C:16]1([F:23])[CH2:21][CH2:20][C:19](=[O:22])[CH2:18][CH2:17]1.[Cl-].[NH4+]. The catalyst is C1COCC1. The product is [F:15][C:16]1([F:23])[CH2:21][CH2:20][C:19]([C:2]2[CH:3]=[N:4][N:5]([CH2:7][O:8][CH3:9])[CH:6]=2)([OH:22])[CH2:18][CH2:17]1. The yield is 0.660. (2) The reactants are [CH3:1][O:2][C:3](=[O:22])[CH2:4][C:5]1[CH:10]=[C:9]([O:11][CH3:12])[C:8]([O:13][Si](C(C)(C)C)(C)C)=[C:7](Br)[CH:6]=1.C1(P(C2CCCCC2)C2C=CC=CC=2C2C(OC)=CC=CC=2OC)CCCCC1.P([O-])([O-])([O-])=O.[K+].[K+].[K+].[CH2:60]([C:62]([OH:94])([CH2:92][CH3:93])/[CH:63]=[CH:64]/[C:65]1[CH:70]=[CH:69][C:68]([C:71]([CH2:89][CH3:90])([C:74]2[CH:79]=[CH:78][C:77](B3OC(C)(C)C(C)(C)O3)=[CH:76][CH:75]=2)[CH2:72][CH3:73])=[CH:67][C:66]=1[CH3:91])[CH3:61].C(=O)(O)[O-].[Na+]. The catalyst is C1(C)C=CC=CC=1.C([O-])(=O)C.[Pd+2].C([O-])(=O)C.O. The product is [CH3:1][O:2][C:3](=[O:22])[CH2:4][C:5]1[CH:6]=[C:7]([C:77]2[CH:76]=[CH:75][C:74]([C:71]([CH2:89][CH3:90])([C:68]3[CH:69]=[CH:70][C:65](/[CH:64]=[CH:63]/[C:62]([CH2:92][CH3:93])([OH:94])[CH2:60][CH3:61])=[C:66]([CH3:91])[CH:67]=3)[CH2:72][CH3:73])=[CH:79][CH:78]=2)[C:8]([OH:13])=[C:9]([O:11][CH3:12])[CH:10]=1. The yield is 0.390. (3) The reactants are Cl.[C:2]1([C:8]2[CH:13]=[C:12]([CH3:14])[CH:11]=[CH:10][N:9]=2)[CH:7]=[CH:6][CH:5]=[CH:4][CH:3]=1.[CH3:15][N:16]([CH3:25])[C:17]1[CH:24]=[CH:23][C:20]([CH:21]=O)=[CH:19][CH:18]=1.C(O[K])(C)(C)C.O. The catalyst is CN(C=O)C. The product is [C:2]1([C:8]2[CH:13]=[C:12]([CH:14]=[CH:21][C:20]3[CH:23]=[CH:24][C:17]([N:16]([CH3:25])[CH3:15])=[CH:18][CH:19]=3)[CH:11]=[CH:10][N:9]=2)[CH:7]=[CH:6][CH:5]=[CH:4][CH:3]=1. The yield is 0.440. (4) The reactants are [C:1]1([CH3:14])[CH:6]=[CH:5][C:4]([C:7]23[CH2:12][CH:11]2[CH2:10][CH2:9][C:8]3=O)=[CH:3][CH:2]=1.[CH3:15][NH:16][CH3:17].C(O[BH-](OC(=O)C)OC(=O)C)(=O)C.[Na+].[Cl:32]CCl. The catalyst is Cl[Ti](Cl)(Cl)Cl. The product is [ClH:32].[CH3:15][N:16]([CH3:17])[CH:8]1[CH2:9][CH2:10][CH:11]2[C:7]1([C:4]1[CH:5]=[CH:6][C:1]([CH3:14])=[CH:2][CH:3]=1)[CH2:12]2. The yield is 0.420. (5) The reactants are [F:1][CH:2]([CH:8](O)[C:9]1[CH:14]=[CH:13][C:12]([C:15]2[N:19]=[CH:18][N:17]([C:20]3[CH:25]=[CH:24][C:23]([O:26][C:27]([F:30])([F:29])[F:28])=[CH:22][CH:21]=3)[N:16]=2)=[CH:11][CH:10]=1)[C:3]([O:5][CH2:6][CH3:7])=[O:4].COCCN(S(F)(F)[F:42])CCOC. The catalyst is ClCCl. The product is [F:1][CH:2]([CH:8]([F:42])[C:9]1[CH:14]=[CH:13][C:12]([C:15]2[N:19]=[CH:18][N:17]([C:20]3[CH:21]=[CH:22][C:23]([O:26][C:27]([F:28])([F:30])[F:29])=[CH:24][CH:25]=3)[N:16]=2)=[CH:11][CH:10]=1)[C:3]([O:5][CH2:6][CH3:7])=[O:4]. The yield is 0.470.